From a dataset of Reaction yield outcomes from USPTO patents with 853,638 reactions. Predict the reaction yield, written as a fraction of the theoretical maximum amount of product (1.0 means a 100% yield; for example, 0.34 means a 34% yield). (1) The reactants are [F:1][C:2]1[CH:7]=[CH:6][C:5]([F:8])=[CH:4][C:3]=1[CH:9]1[CH2:13][CH2:12][CH2:11][N:10]1[C:14]1[CH:19]=[CH:18][N:17]2[N:20]=[CH:21][C:22]([C:23]([NH:25][NH:26][C:27](=O)[CH:28]([CH3:30])[CH3:29])=O)=[C:16]2[N:15]=1.COC1C=CC(P2(SP(C3C=CC(OC)=CC=3)(=S)S2)=[S:41])=CC=1. The catalyst is C1(C)C=CC=CC=1. The product is [F:1][C:2]1[CH:7]=[CH:6][C:5]([F:8])=[CH:4][C:3]=1[CH:9]1[CH2:13][CH2:12][CH2:11][N:10]1[C:14]1[CH:19]=[CH:18][N:17]2[N:20]=[CH:21][C:22]([C:23]3[S:41][C:27]([CH:28]([CH3:30])[CH3:29])=[N:26][N:25]=3)=[C:16]2[N:15]=1. The yield is 0.610. (2) The reactants are Br[C:2]1[CH:3]=[CH:4][C:5]([F:8])=[N:6][CH:7]=1.[CH3:9][N:10]1[CH:14]=[C:13](B2OC(C)(C)C(C)(C)O2)[CH:12]=[N:11]1.C([O-])([O-])=O.[K+].[K+]. The catalyst is O1CCOCC1.C1C=CC([P]([Pd]([P](C2C=CC=CC=2)(C2C=CC=CC=2)C2C=CC=CC=2)([P](C2C=CC=CC=2)(C2C=CC=CC=2)C2C=CC=CC=2)[P](C2C=CC=CC=2)(C2C=CC=CC=2)C2C=CC=CC=2)(C2C=CC=CC=2)C2C=CC=CC=2)=CC=1. The product is [F:8][C:5]1[CH:4]=[CH:3][C:2]([C:13]2[CH:12]=[N:11][N:10]([CH3:9])[CH:14]=2)=[CH:7][N:6]=1. The yield is 0.613. (3) The reactants are [Cl:1][C:2]1[S:6][C:5]([CH2:7][N:8]2[C:16]3[C:11](=[CH:12][CH:13]=[CH:14][CH:15]=3)[C:10](=O)[C:9]2=[O:18])=[CH:4][CH:3]=1.[F:19][C:20]([F:29])([F:28])[C:21]1[CH:22]=[C:23]([CH:25]=[CH:26][CH:27]=1)[NH2:24]. No catalyst specified. The product is [Cl:1][C:2]1[S:6][C:5]([CH2:7][N:8]2[C:16]3[C:11](=[CH:12][CH:13]=[CH:14][CH:15]=3)[C:10](=[N:24][C:23]3[CH:25]=[CH:26][CH:27]=[C:21]([C:20]([F:19])([F:28])[F:29])[CH:22]=3)[C:9]2=[O:18])=[CH:4][CH:3]=1. The yield is 0.610. (4) The reactants are [C:1]([O:6][CH2:7][CH3:8])(=[O:5])/[CH:2]=[CH:3]/[CH3:4].C1(C)C=CC(S([CH2:18][N+:19]#[C-:20])(=O)=O)=CC=1.[H-].[Na+]. The catalyst is CCOCC.CS(C)=O.CCOCC.O. The product is [CH3:4][C:3]1[C:2]([C:1]([O:6][CH2:7][CH3:8])=[O:5])=[CH:18][NH:19][CH:20]=1. The yield is 0.800. (5) The reactants are B(F)(F)F.[CH3:5]COCC.[CH3:10][O:11][C:12]1[C:17]([O:18][CH3:19])=[C:16]([OH:20])[C:15]([CH3:21])=[CH:14][C:13]=1[OH:22].C1(C2[O:34][C:32](=[O:33])[CH2:31][CH2:30]2)C=CC=CC=1.[C:35]1(C)[CH:40]=[CH:39][CH:38]=[CH:37][CH:36]=1. No catalyst specified. The product is [OH:20][C:16]1[C:17]([O:18][CH3:19])=[C:12]([O:11][CH3:10])[C:13]([OH:22])=[C:14]([CH3:5])[C:15]=1[CH:21]([C:35]1[CH:36]=[CH:37][CH:38]=[CH:39][CH:40]=1)[CH2:30][CH2:31][C:32]([OH:34])=[O:33]. The yield is 0.420. (6) The reactants are [Cl:1][C:2]1[CH:3]=[C:4]([CH:6]=[CH:7][C:8]=1[C:9]([F:12])([F:11])[F:10])[NH2:5].N1C=CC=CC=1.CCN(C(C)C)C(C)C.[C:28](Cl)(Cl)=[O:29].CS([O-])(=O)=O.[O:37]=[C:38]1[CH:43]([N:44]2[CH2:52][C:51]3[C:46](=[CH:47][CH:48]=[C:49]([CH2:53][NH3+:54])[CH:50]=3)[C:45]2=[O:55])[CH2:42][CH2:41][C:40](=[O:56])[NH:39]1. The catalyst is C(#N)C. The product is [Cl:1][C:2]1[CH:3]=[C:4]([NH:5][C:28]([NH:54][CH2:53][C:49]2[CH:50]=[C:51]3[C:46](=[CH:47][CH:48]=2)[C:45](=[O:55])[N:44]([CH:43]2[CH2:42][CH2:41][C:40](=[O:56])[NH:39][C:38]2=[O:37])[CH2:52]3)=[O:29])[CH:6]=[CH:7][C:8]=1[C:9]([F:10])([F:11])[F:12]. The yield is 0.400.